From a dataset of Full USPTO retrosynthesis dataset with 1.9M reactions from patents (1976-2016). Predict the reactants needed to synthesize the given product. (1) Given the product [CH3:1][N:2]1[C:10]2[C:5](=[CH:6][CH:7]=[CH:8][CH:9]=2)[C:4]([C:11](=[O:15])[C:12]([Cl:14])=[O:13])=[CH:3]1, predict the reactants needed to synthesize it. The reactants are: [CH3:1][N:2]1[C:10]2[C:5](=[CH:6][CH:7]=[CH:8][CH:9]=2)[CH:4]=[CH:3]1.[C:11](Cl)(=[O:15])[C:12]([Cl:14])=[O:13]. (2) Given the product [CH3:35][O:34][CH2:33][CH2:32][O:31][CH2:30][CH2:29][O:28][CH2:27][CH2:26][O:1][C:2]1[CH:3]=[C:4]([CH:9]=[C:10]([O:12][C:13]([F:14])([F:15])[F:16])[CH:11]=1)[C:5]([O:7][CH3:8])=[O:6], predict the reactants needed to synthesize it. The reactants are: [OH:1][C:2]1[CH:3]=[C:4]([CH:9]=[C:10]([O:12][C:13]([F:16])([F:15])[F:14])[CH:11]=1)[C:5]([O:7][CH3:8])=[O:6].C([O-])([O-])=O.[K+].[K+].[I-].[Na+].Br[CH2:26][CH2:27][O:28][CH2:29][CH2:30][O:31][CH2:32][CH2:33][O:34][CH3:35].